This data is from Reaction yield outcomes from USPTO patents with 853,638 reactions. The task is: Predict the reaction yield, written as a fraction of the theoretical maximum amount of product (1.0 means a 100% yield; for example, 0.34 means a 34% yield). (1) The reactants are C([O:5][C:6](=[O:31])[C@@H:7]([N:15]1[CH:20]=[CH:19][CH:18]=[C:17]([NH:21][C:22](=[O:29])[C:23]2[CH:28]=[CH:27][CH:26]=[CH:25][CH:24]=2)[C:16]1=[O:30])[CH2:8][C:9]1[CH:14]=[CH:13][CH:12]=[CH:11][CH:10]=1)(C)(C)C.FC(F)(F)C(O)=O. The catalyst is ClCCl. The product is [C:22]([NH:21][C:17]1[C:16](=[O:30])[N:15]([C@@H:7]([CH2:8][C:9]2[CH:14]=[CH:13][CH:12]=[CH:11][CH:10]=2)[C:6]([OH:31])=[O:5])[CH:20]=[CH:19][CH:18]=1)(=[O:29])[C:23]1[CH:24]=[CH:25][CH:26]=[CH:27][CH:28]=1. The yield is 0.900. (2) The reactants are [CH:1]1[CH:6]=[CH:5][CH:4]=[CH:3][CH:2]=1.Br[C:8]12[CH2:18][C:12]3([CH3:19])[CH2:13][C:14]([CH3:17])([CH2:16][C:10]([C:20]45[CH2:30][C:24]6([CH3:31])[CH2:25][C:26]([CH3:29])([CH2:28][C:22](Br)([CH2:23]6)[CH2:21]4)[CH2:27]5)([CH2:11]3)[CH2:9]1)[CH2:15]2. The catalyst is [Fe](Cl)(Cl)Cl.O. The product is [C:1]1([C:8]23[CH2:18][C:12]4([CH3:19])[CH2:13][C:14]([CH3:17])([CH2:16][C:10]([C:20]56[CH2:30][C:24]7([CH3:31])[CH2:25][C:26]([CH3:29])([CH2:28][C:22]([C:1]8[CH:6]=[CH:5][CH:4]=[CH:3][CH:2]=8)([CH2:23]7)[CH2:21]5)[CH2:27]6)([CH2:11]4)[CH2:9]2)[CH2:15]3)[CH:6]=[CH:5][CH:4]=[CH:3][CH:2]=1. The yield is 0.970. (3) The reactants are C(O[C:4](=[O:20])[C:5]1[CH:15]=[C:14]([CH:16]=[C:17]([CH3:19])[CH3:18])[CH:13]=[C:7]([C:8]([O:10]CC)=[O:9])[CH:6]=1)C.[OH-].[Na+].Cl.[CH3:24][N:25](C)[CH2:26][CH2:27][CH2:28]N=C=NCC.ON1C2C=CC=CC=2N=N1.CNCCC.C(N(CC)CC)C.[OH-].[Li+].Cl. The catalyst is CC(C)=O.CO.CN(C=O)C.C(OCC)(=O)C. The product is [CH3:24][N:25]([CH2:26][CH2:27][CH3:28])[C:4](=[O:20])[C:5]1[CH:6]=[C:7]([CH:13]=[C:14]([CH:16]=[C:17]([CH3:18])[CH3:19])[CH:15]=1)[C:8]([OH:10])=[O:9]. The yield is 0.410. (4) The reactants are [Cl:1][C:2]1[C:3]([F:12])=[CH:4][C:5]([F:11])=[C:6]([CH:10]=1)[C:7](O)=[O:8].Cl.C(N=C=NCCCN(C)C)C.[CH3:25][N:26]([CH3:31])[S:27]([NH2:30])(=[O:29])=[O:28]. The catalyst is ClCCl.CN(C)C1C=CN=CC=1. The product is [Cl:1][C:2]1[C:3]([F:12])=[CH:4][C:5]([F:11])=[C:6]([CH:10]=1)[C:7]([NH:30][S:27](=[O:29])(=[O:28])[N:26]([CH3:31])[CH3:25])=[O:8]. The yield is 0.220. (5) The reactants are C[O:2][C:3]1[CH:4]=[C:5]([CH2:9][C:10]#[N:11])[CH:6]=[CH:7][CH:8]=1.B(Br)(Br)Br.O. The catalyst is C(Cl)Cl. The product is [OH:2][C:3]1[CH:4]=[C:5]([CH2:9][C:10]#[N:11])[CH:6]=[CH:7][CH:8]=1. The yield is 0.550. (6) The reactants are [N:1]1([C:10](=[O:12])[CH3:11])[C:9]2[C:4](=[CH:5][CH:6]=[CH:7][CH:8]=2)[CH2:3][CH2:2]1.[Br:13]Br. The catalyst is C(O)(=O)C. The product is [Br:13][C:6]1[CH:5]=[C:4]2[C:9](=[CH:8][CH:7]=1)[N:1]([C:10](=[O:12])[CH3:11])[CH2:2][CH2:3]2. The yield is 0.960.